From a dataset of Catalyst prediction with 721,799 reactions and 888 catalyst types from USPTO. Predict which catalyst facilitates the given reaction. (1) Reactant: CC(C)([O-])C.[K+].C1(C)C=CC(S([CH2:16][N+:17]#[C-:18])(=O)=O)=CC=1.[C:20]([O:25][CH3:26])(=[O:24])/[CH:21]=[CH:22]/[CH3:23].O. Product: [CH3:23][C:22]1[C:21]([C:20]([O:25][CH3:26])=[O:24])=[CH:16][NH:17][CH:18]=1. The catalyst class is: 7. (2) Reactant: [F-].C([N+](CCCC)(CCCC)CCCC)CCC.[Si]([O:26][C:27]1[CH:32]=[C:31]([O:33][Si](C(C)(C)C)(C)C)[CH:30]=[CH:29][C:28]=1[CH:41]1[CH2:46][CH2:45][CH:44]([C:47]([OH:49])=[O:48])[CH2:43][CH2:42]1)(C(C)(C)C)(C)C. Product: [OH:26][C:27]1[CH:32]=[C:31]([OH:33])[CH:30]=[CH:29][C:28]=1[C@H:41]1[CH2:42][CH2:43][C@H:44]([C:47]([OH:49])=[O:48])[CH2:45][CH2:46]1. The catalyst class is: 7. (3) Reactant: [Cl:1][C:2]1[S:6][C:5]([NH:7][C:8](=[O:28])[N:9]([CH2:13][CH2:14][CH:15]([C:22]2[CH:27]=[CH:26][CH:25]=[CH:24][CH:23]=2)[C:16]2[CH:21]=[CH:20][CH:19]=[CH:18][CH:17]=2)CCO)=[N:4][C:3]=1[C:29]1[CH:34]=[CH:33][C:32]([NH:35][S:36]([CH3:39])(=[O:38])=[O:37])=[CH:31][CH:30]=1.C1N=CN(C(N2C=NC=C2)=O)C=1.C(=O)(OCCN(CCC(C1C=CC=CC=1)C1C=CC=CC=1)C(NC1SC(Cl)=C(C2C=CC(NS(C)(=O)=O)=CC=2)N=1)=O)N. Product: [Cl:1][C:2]1[S:6][C:5]([NH:7][C:8]([NH:9][CH2:13][CH2:14][CH:15]([C:16]2[CH:21]=[CH:20][CH:19]=[CH:18][CH:17]=2)[C:22]2[CH:23]=[CH:24][CH:25]=[CH:26][CH:27]=2)=[O:28])=[N:4][C:3]=1[C:29]1[CH:30]=[CH:31][C:32]([NH:35][S:36]([CH3:39])(=[O:37])=[O:38])=[CH:33][CH:34]=1. The catalyst class is: 241. (4) Reactant: [C:1]([O:5][C:6]([NH:8][CH2:9][CH2:10][CH2:11][O:12][C:13]1[CH:14]=[C:15]([CH:18]=[CH:19][C:20]=1I)[C:16]#[N:17])=[O:7])([CH3:4])([CH3:3])[CH3:2].[C:22]([O:26][CH2:27][CH3:28])(=[O:25])[CH:23]=[CH2:24].C(N(CC)CC)C.C(OCC)(=O)C. Product: [C:1]([O:5][C:6]([NH:8][CH2:9][CH2:10][CH2:11][O:12][C:13]1[CH:14]=[C:15]([C:16]#[N:17])[CH:18]=[CH:19][C:20]=1[CH:24]=[CH:23][C:22]([O:26][CH2:27][CH3:28])=[O:25])=[O:7])([CH3:4])([CH3:3])[CH3:2]. The catalyst class is: 274. (5) Reactant: [N+:1]([C:4]1[CH:13]=[C:12]2[C:7]([CH:8]=[CH:9][NH:10][C:11]2=[O:14])=[CH:6][C:5]=1[N:15]1[CH2:20][CH2:19][N:18]([C:21]2[CH:26]=[CH:25][CH:24]=[CH:23][C:22]=2[CH3:27])[CH2:17][CH2:16]1)([O-:3])=[O:2].Br[CH2:29][CH2:30][CH2:31][N:32]1[CH2:36][CH2:35][O:34][C:33]1=[O:37].C[Si]([N-][Si](C)(C)C)(C)C.[K+]. Product: [N+:1]([C:4]1[CH:13]=[C:12]2[C:7]([CH:8]=[CH:9][N:10]([CH2:29][CH2:30][CH2:31][N:32]3[CH2:36][CH2:35][O:34][C:33]3=[O:37])[C:11]2=[O:14])=[CH:6][C:5]=1[N:15]1[CH2:16][CH2:17][N:18]([C:21]2[CH:26]=[CH:25][CH:24]=[CH:23][C:22]=2[CH3:27])[CH2:19][CH2:20]1)([O-:3])=[O:2]. The catalyst class is: 3. (6) Reactant: [Cl:1][C:2]1[N:6]([CH3:7])[N:5]=[C:4]([CH3:8])[C:3]=1[C:9](O)=[O:10].S(Cl)(Cl)=O. Product: [Cl:1][C:2]1[N:6]([CH3:7])[N:5]=[C:4]([CH3:8])[C:3]=1[CH2:9][OH:10]. The catalyst class is: 22. (7) Reactant: [Cl:1][C:2]1[CH:7]=[CH:6][C:5]([OH:8])=[C:4]([C:9]2[NH:10][C:11]3[C:16]([CH:17]=2)=[C:15]([F:18])[CH:14]=[CH:13][CH:12]=3)[CH:3]=1.[C:19]([O-])([O-])=O.[K+].[K+].C(Br)Br.O. Product: [Cl:1][C:2]1[CH:7]=[CH:6][C:5]2[O:8][CH2:19][N:10]3[C:11]4[CH:12]=[CH:13][CH:14]=[C:15]([F:18])[C:16]=4[CH:17]=[C:9]3[C:4]=2[CH:3]=1. The catalyst class is: 3. (8) Reactant: [CH3:1][Si:2]([CH3:39])([CH3:38])[CH2:3][CH2:4][O:5][CH2:6][N:7]([CH2:30][O:31][CH2:32][CH2:33][Si:34]([CH3:37])([CH3:36])[CH3:35])[C:8]1[N:13]2[N:14]=[CH:15][C:16](I)=[C:12]2[N:11]=[C:10]([CH:18]2[CH2:23][CH2:22][CH:21]([CH2:24][C:25]([O:27][CH2:28][CH3:29])=[O:26])[CH2:20][CH2:19]2)[CH:9]=1.[Cl:40][C:41]1[N:46]=[CH:45][C:44](B2OC(C)(C)C(C)(C)O2)=[CH:43][CH:42]=1.[O-]P([O-])([O-])=O.[K+].[K+].[K+].O1CCOCC1. Product: [CH3:1][Si:2]([CH3:39])([CH3:38])[CH2:3][CH2:4][O:5][CH2:6][N:7]([CH2:30][O:31][CH2:32][CH2:33][Si:34]([CH3:37])([CH3:36])[CH3:35])[C:8]1[N:13]2[N:14]=[CH:15][C:16]([C:44]3[CH:45]=[N:46][C:41]([Cl:40])=[CH:42][CH:43]=3)=[C:12]2[N:11]=[C:10]([CH:18]2[CH2:23][CH2:22][CH:21]([CH2:24][C:25]([O:27][CH2:28][CH3:29])=[O:26])[CH2:20][CH2:19]2)[CH:9]=1. The catalyst class is: 263. (9) Reactant: [CH2:1]([C@H:3]1[N:12]([CH:13]([CH3:15])[CH3:14])[C:11]2[N:10]=[C:9]([NH:16][C:17]3[CH:18]=[CH:19][C:20]([C:26]([OH:28])=O)=[C:21]4[C:25]=3[O:24][CH2:23][CH2:22]4)[N:8]=[CH:7][C:6]=2[N:5]([CH3:29])[C:4]1=[O:30])[CH3:2].F[B-](F)(F)F.N1(OC(N(C)C)=[N+](C)C)C2C=CC=CC=2N=N1.C(N(C(C)C)CC)(C)C.[CH3:62][O:63][C@H:64]([CH2:67][N:68]1[CH2:73][CH2:72][N:71]([CH3:74])[CH2:70][CH2:69]1)[CH2:65][NH2:66].C(=O)([O-])[O-].[Na+].[Na+]. Product: [CH2:1]([C@H:3]1[N:12]([CH:13]([CH3:14])[CH3:15])[C:11]2[N:10]=[C:9]([NH:16][C:17]3[CH:18]=[CH:19][C:20]([C:26]([NH:66][CH2:65][C@H:64]([O:63][CH3:62])[CH2:67][N:68]4[CH2:73][CH2:72][N:71]([CH3:74])[CH2:70][CH2:69]4)=[O:28])=[C:21]4[C:25]=3[O:24][CH2:23][CH2:22]4)[N:8]=[CH:7][C:6]=2[N:5]([CH3:29])[C:4]1=[O:30])[CH3:2]. The catalyst class is: 4.